From a dataset of Full USPTO retrosynthesis dataset with 1.9M reactions from patents (1976-2016). Predict the reactants needed to synthesize the given product. (1) Given the product [C:1]([C:3]1[CH:4]=[CH:5][C:6]([C:9]2[N:13]3[CH:14]=[C:15]([C:18]4[CH:26]=[CH:25][C:21]([C:22]([N:62]5[CH2:61][CH2:60][C:59]([NH:65][C:66](=[O:72])[O:67][C:68]([CH3:71])([CH3:70])[CH3:69])([CH3:58])[CH2:64][CH2:63]5)=[O:23])=[CH:20][CH:19]=4)[CH:16]=[CH:17][C:12]3=[N:11][CH:10]=2)=[CH:7][CH:8]=1)#[N:2], predict the reactants needed to synthesize it. The reactants are: [C:1]([C:3]1[CH:8]=[CH:7][C:6]([C:9]2[N:13]3[CH:14]=[C:15]([C:18]4[CH:26]=[CH:25][C:21]([C:22](O)=[O:23])=[CH:20][CH:19]=4)[CH:16]=[CH:17][C:12]3=[N:11][CH:10]=2)=[CH:5][CH:4]=1)#[N:2].CN(C(ON1N=NC2C=CC=NC1=2)=[N+](C)C)C.F[P-](F)(F)(F)(F)F.CN1CCOCC1.[CH3:58][C:59]1([NH:65][C:66](=[O:72])[O:67][C:68]([CH3:71])([CH3:70])[CH3:69])[CH2:64][CH2:63][NH:62][CH2:61][CH2:60]1. (2) The reactants are: [Br:1][C:2]1[CH:10]=[C:9](I)[C:5]2[O:6][CH2:7][O:8][C:4]=2[C:3]=1[NH2:12].[CH3:13][O:14][CH:15]([CH3:18])[C:16]#[CH:17].C(NC(C)C)(C)C. Given the product [Br:1][C:2]1[CH:10]=[C:9]([C:17]#[C:16][CH:15]([O:14][CH3:13])[CH3:18])[C:5]2[O:6][CH2:7][O:8][C:4]=2[C:3]=1[NH2:12], predict the reactants needed to synthesize it. (3) Given the product [CH3:1][O:2][C:3]1[CH:8]=[CH:7][CH:6]=[CH:5][C:4]=1[C:9]1[N:13]=[C:12]([C:14]2[CH:19]=[CH:18][C:17]([N:20]3[CH2:25][CH2:24][O:23][CH2:22][CH2:21]3)=[C:16]([CH:15]=2)[NH2:26])[O:11][N:10]=1, predict the reactants needed to synthesize it. The reactants are: [CH3:1][O:2][C:3]1[CH:8]=[CH:7][CH:6]=[CH:5][C:4]=1[C:9]1[N:13]=[C:12]([C:14]2[CH:19]=[CH:18][C:17]([N:20]3[CH2:25][CH2:24][O:23][CH2:22][CH2:21]3)=[C:16]([N+:26]([O-])=O)[CH:15]=2)[O:11][N:10]=1. (4) The reactants are: [Br:1][C:2]1[CH:9]=[CH:8][C:7]([OH:10])=[CH:6][C:3]=1[CH:4]=[O:5].CI.[C:13](=O)([O-])[O-].[K+].[K+].O. Given the product [Br:1][C:2]1[CH:9]=[CH:8][C:7]([O:10][CH3:13])=[CH:6][C:3]=1[CH:4]=[O:5], predict the reactants needed to synthesize it. (5) The reactants are: [NH2:1][C:2]1[C:3]2[C:10]([Cl:11])=[CH:9][N:8]([C@@H:12]3[O:16][C@H:15]([CH2:17][OH:18])[C@@H:14]([O:19][Si:20]([C:23]([CH3:26])([CH3:25])[CH3:24])([CH3:22])[CH3:21])[CH2:13]3)[C:4]=2[N:5]=[CH:6][N:7]=1.I(C1C=CC=CC=1C(O)=O)(=O)=O. Given the product [NH2:1][C:2]1[C:3]2[C:10]([Cl:11])=[CH:9][N:8]([C@@H:12]3[O:16][C@H:15]([CH:17]=[O:18])[C@@H:14]([O:19][Si:20]([C:23]([CH3:26])([CH3:25])[CH3:24])([CH3:21])[CH3:22])[CH2:13]3)[C:4]=2[N:5]=[CH:6][N:7]=1, predict the reactants needed to synthesize it. (6) The reactants are: [CH3:1][CH:2]1[CH2:7][CH2:6][N:5]([C:8]2[CH:13]=[CH:12][CH:11]=[CH:10][C:9]=2[NH:14][C:15]([C:17]2[N:18](COCC[Si](C)(C)C)[CH:19]=[C:20]([C:22]#[N:23])[N:21]=2)=[O:16])[CH2:4][CH2:3]1.[C:32]([OH:38])([C:34]([F:37])([F:36])[F:35])=[O:33]. Given the product [F:35][C:34]([F:37])([F:36])[C:32]([OH:38])=[O:33].[CH3:1][CH:2]1[CH2:7][CH2:6][N:5]([C:8]2[CH:13]=[CH:12][CH:11]=[CH:10][C:9]=2[NH:14][C:15]([C:17]2[NH:18][CH:19]=[C:20]([C:22]#[N:23])[N:21]=2)=[O:16])[CH2:4][CH2:3]1, predict the reactants needed to synthesize it. (7) Given the product [C:15]([O:14][C:12](=[O:13])[NH:11][C@H:7]([C:8](=[O:10])[NH:62][C:59]1([C:54]2[N:55]=[CH:56][CH:57]=[CH:58][N:53]=2)[CH2:61][CH2:60]1)[C@H:6]([O:5][C:1]([CH3:2])([CH3:3])[CH3:4])[CH3:19])([CH3:18])([CH3:17])[CH3:16], predict the reactants needed to synthesize it. The reactants are: [C:1]([O:5][C@H:6]([CH3:19])[C@H:7]([NH:11][C:12]([O:14][C:15]([CH3:18])([CH3:17])[CH3:16])=[O:13])[C:8]([OH:10])=O)([CH3:4])([CH3:3])[CH3:2].CN(C(ON1N=NC2C=CC=NC1=2)=[N+](C)C)C.F[P-](F)(F)(F)(F)F.CCN(CC)CC.Cl.Cl.[N:53]1[CH:58]=[CH:57][CH:56]=[N:55][C:54]=1[C:59]1([NH2:62])[CH2:61][CH2:60]1. (8) The reactants are: [Cl-].[NH4+:2].C[Al](C)C.[F:7][C:8]1[C:9]([NH:34][CH:35]([C:41]([CH3:44])([CH3:43])[CH3:42])[CH2:36][C:37](OC)=O)=[N:10][C:11]([C:14]2[C:22]3[C:17](=[N:18][CH:19]=[C:20]([F:23])[CH:21]=3)[N:16]([S:24]([C:27]3[CH:32]=[CH:31][C:30]([CH3:33])=[CH:29][CH:28]=3)(=[O:26])=[O:25])[CH:15]=2)=[N:12][CH:13]=1. Given the product [F:7][C:8]1[C:9]([NH:34][CH:35]([C:41]([CH3:44])([CH3:43])[CH3:42])[CH2:36][C:37]#[N:2])=[N:10][C:11]([C:14]2[C:22]3[C:17](=[N:18][CH:19]=[C:20]([F:23])[CH:21]=3)[N:16]([S:24]([C:27]3[CH:32]=[CH:31][C:30]([CH3:33])=[CH:29][CH:28]=3)(=[O:26])=[O:25])[CH:15]=2)=[N:12][CH:13]=1, predict the reactants needed to synthesize it. (9) Given the product [C:13]([C:9]1[C:10]([O:11][CH3:12])=[C:6]([C:4]([OH:5])=[O:3])[N:7]([CH3:17])[N:8]=1)([CH3:16])([CH3:14])[CH3:15], predict the reactants needed to synthesize it. The reactants are: C([O:3][C:4]([C:6]1[N:7]([CH3:17])[N:8]=[C:9]([C:13]([CH3:16])([CH3:15])[CH3:14])[C:10]=1[O:11][CH3:12])=[O:5])C.[OH-].[Na+].